From a dataset of Full USPTO retrosynthesis dataset with 1.9M reactions from patents (1976-2016). Predict the reactants needed to synthesize the given product. (1) Given the product [Cl:1][C:2]1[CH:3]=[CH:4][C:5]([CH2:8][O:9][C:10]2[CH:15]=[CH:14][N:13]([C:16]3[CH:17]=[N:18][C:19]([N:26]4[CH2:27][C:28]5([CH2:33][CH2:32][N:31]([C:34]([O:36][C:37]([CH3:39])([CH3:38])[CH3:40])=[O:35])[CH2:30][CH2:29]5)[C:25]4=[O:24])=[CH:20][CH:21]=3)[C:12](=[O:23])[CH:11]=2)=[N:6][CH:7]=1, predict the reactants needed to synthesize it. The reactants are: [Cl:1][C:2]1[CH:3]=[CH:4][C:5]([CH2:8][O:9][C:10]2[CH:15]=[CH:14][N:13]([C:16]3[CH:17]=[N:18][C:19](I)=[CH:20][CH:21]=3)[C:12](=[O:23])[CH:11]=2)=[N:6][CH:7]=1.[O:24]=[C:25]1[C:28]2([CH2:33][CH2:32][N:31]([C:34]([O:36][C:37]([CH3:40])([CH3:39])[CH3:38])=[O:35])[CH2:30][CH2:29]2)[CH2:27][NH:26]1.CN(C)[C@H]1CCCC[C@@H]1N.P([O-])([O-])([O-])=O.[K+].[K+].[K+]. (2) Given the product [F:24][C:20]1[CH:19]=[C:18]([CH:23]=[CH:22][CH:21]=1)[CH2:17][O:16][C:12]1[CH:11]=[C:10]([CH2:9][CH2:8][NH2:7])[CH:15]=[CH:14][CH:13]=1, predict the reactants needed to synthesize it. The reactants are: C(OC(=O)[NH:7][CH2:8][CH2:9][C:10]1[CH:15]=[CH:14][CH:13]=[C:12]([O:16][CH2:17][C:18]2[CH:23]=[CH:22][CH:21]=[C:20]([F:24])[CH:19]=2)[CH:11]=1)(C)(C)C. (3) Given the product [OH:1][C@@H:2]1[CH2:22][C:21]2[C@:16]([CH3:24])([CH2:17][CH2:18][C:19](=[O:23])[CH:20]=2)[C@@H:15]2[C@@H:3]1[C@H:4]1[C@:12]([CH3:25])([CH2:13][CH2:14]2)[C@@H:7]([C@H:8]([CH3:9])[CH2:10][OH:11])[CH2:6][CH2:5]1, predict the reactants needed to synthesize it. The reactants are: [OH:1][C@@H:2]1[CH2:22][C:21]2[C@:16]([CH3:24])([CH2:17][CH2:18][C:19](=[O:23])[CH:20]=2)[C@@H:15]2[C@@H:3]1[C@H:4]1[C@:12]([CH3:25])([CH2:13][CH2:14]2)[C@@H:7]([C@@H:8]([CH:10]=[O:11])[CH3:9])[CH2:6][CH2:5]1.[BH4-].[Na+].Cl. (4) Given the product [NH2:1][C:2]1[C:7]([C:8]#[N:9])=[C:6]([NH:23][C@H:21]([C:19]2[N:18]([CH3:24])[C:17]3[C:12]([Br:11])=[C:13]([F:25])[CH:14]=[CH:15][C:16]=3[N:20]=2)[CH3:22])[N:5]=[CH:4][N:3]=1, predict the reactants needed to synthesize it. The reactants are: [NH2:1][C:2]1[C:7]([C:8]#[N:9])=[C:6](Cl)[N:5]=[CH:4][N:3]=1.[Br:11][C:12]1[C:17]2[N:18]([CH3:24])[C:19]([C@@H:21]([NH2:23])[CH3:22])=[N:20][C:16]=2[CH:15]=[CH:14][C:13]=1[F:25].CCN(C(C)C)C(C)C.O. (5) Given the product [N:11]1([C:8]2[CH:7]=[CH:6][C:5]([CH:4]=[O:16])=[CH:10][CH:9]=2)[CH:15]=[N:14][N:13]=[N:12]1, predict the reactants needed to synthesize it. The reactants are: CON(C)[C:4](=[O:16])[C:5]1[CH:10]=[CH:9][C:8]([N:11]2[CH:15]=[N:14][N:13]=[N:12]2)=[CH:7][CH:6]=1.[Cl-].C([Al+]CC(C)C)C(C)C. (6) The reactants are: [O-][N+:2]1[CH:7]=[CH:6][CH:5]=[C:4]([C:8](=[O:10])[CH3:9])[CH:3]=1.C(OC(=O)C)(=O)C.C(C1C(=O)NC=CC=1)(=O)C.C(C1C=CC(=O)NC=1)(=O)C.[O:38]=[C:39]1[CH2:44][CH2:43][N:42]([C:45]([O:47][C:48]([CH3:51])([CH3:50])[CH3:49])=[O:46])[CH2:41][CH2:40]1.N1CCCC1. Given the product [O:10]=[C:8]1[C:4]2[C:3](=[N:2][CH:7]=[CH:6][CH:5]=2)[O:38][C:39]2([CH2:40][CH2:41][N:42]([C:45]([O:47][C:48]([CH3:50])([CH3:49])[CH3:51])=[O:46])[CH2:43][CH2:44]2)[CH2:9]1, predict the reactants needed to synthesize it. (7) Given the product [CH2:19]([C:21]1[CH:22]=[C:23]([CH:24]=[CH:25][C:26]=1[O:27][CH3:28])[O:29][C:2]1[CH:7]=[CH:6][C:5]([C:8](=[O:18])[CH2:9][CH2:10][C:11]([O:13][C:14]([CH3:17])([CH3:16])[CH3:15])=[O:12])=[CH:4][CH:3]=1)[CH3:20], predict the reactants needed to synthesize it. The reactants are: F[C:2]1[CH:7]=[CH:6][C:5]([C:8](=[O:18])[CH2:9][CH2:10][C:11]([O:13][C:14]([CH3:17])([CH3:16])[CH3:15])=[O:12])=[CH:4][CH:3]=1.[CH2:19]([C:21]1[CH:22]=[C:23]([OH:29])[CH:24]=[CH:25][C:26]=1[O:27][CH3:28])[CH3:20].C([O-])([O-])=O.[K+].[K+].C1OCCOCCOCCOCCOCCOC1. (8) Given the product [CH2:1]([O:3][C:4]([C:6]1[N:7]([CH2:19][C:20]2[C:29]3[C:24](=[CH:25][CH:26]=[CH:27][CH:28]=3)[CH:23]=[CH:22][CH:21]=2)[C:8]2[C:13]([C:14]=1[CH2:15][N:16]([C:31]([O:33][CH2:34][CH3:35])=[O:32])[CH3:17])=[CH:12][C:11]([F:18])=[CH:10][CH:9]=2)=[O:5])[CH3:2], predict the reactants needed to synthesize it. The reactants are: [CH2:1]([O:3][C:4]([C:6]1[N:7]([CH2:19][C:20]2[C:29]3[C:24](=[CH:25][CH:26]=[CH:27][CH:28]=3)[CH:23]=[CH:22][CH:21]=2)[C:8]2[C:13]([C:14]=1[CH2:15][NH:16][CH3:17])=[CH:12][C:11]([F:18])=[CH:10][CH:9]=2)=[O:5])[CH3:2].Cl[C:31]([O:33][CH2:34][CH3:35])=[O:32].